From a dataset of Forward reaction prediction with 1.9M reactions from USPTO patents (1976-2016). Predict the product of the given reaction. (1) Given the reactants [CH3:1][C:2]1[CH:10]=[C:9]([C:11]([F:14])([F:13])[F:12])[CH:8]=[CH:7][C:3]=1[C:4]([OH:6])=O.C([O:17][C:18](=[O:39])[CH2:19][CH2:20][C:21]1[CH:26]=[CH:25][C:24]([O:27][C:28]2[CH:33]=[CH:32][CH:31]=[C:30]([CH:34]([NH2:36])[CH3:35])[CH:29]=2)=[CH:23][C:22]=1[CH2:37][CH3:38])C, predict the reaction product. The product is: [CH2:37]([C:22]1[CH:23]=[C:24]([O:27][C:28]2[CH:33]=[CH:32][CH:31]=[C:30]([CH:34]([NH:36][C:4](=[O:6])[C:3]3[CH:7]=[CH:8][C:9]([C:11]([F:14])([F:13])[F:12])=[CH:10][C:2]=3[CH3:1])[CH3:35])[CH:29]=2)[CH:25]=[CH:26][C:21]=1[CH2:20][CH2:19][C:18]([OH:39])=[O:17])[CH3:38]. (2) Given the reactants [N+:1]([C:4]1[CH:5]=[C:6]([C:10]2[NH:19][C:18](=O)[C:17]3[C:12](=[CH:13][CH:14]=[CH:15][CH:16]=3)[N:11]=2)[CH:7]=[CH:8][CH:9]=1)([O-:3])=[O:2].CN(C=O)C.S(Cl)([Cl:28])=O, predict the reaction product. The product is: [Cl:28][C:18]1[C:17]2[C:12](=[CH:13][CH:14]=[CH:15][CH:16]=2)[N:11]=[C:10]([C:6]2[CH:7]=[CH:8][CH:9]=[C:4]([N+:1]([O-:3])=[O:2])[CH:5]=2)[N:19]=1.